From a dataset of Full USPTO retrosynthesis dataset with 1.9M reactions from patents (1976-2016). Predict the reactants needed to synthesize the given product. (1) Given the product [CH2:18]([C:9]1[N:8]([C:5]2[CH:6]=[CH:7][C:2]([C:30]3[CH:29]=[CH:28][CH:27]=[C:26]([S:23]([CH3:22])(=[O:25])=[O:24])[CH:31]=3)=[CH:3][CH:4]=2)[CH:12]=[C:11]([C:13]([O:15][CH2:16][CH3:17])=[O:14])[N:10]=1)[CH:19]([CH3:21])[CH3:20], predict the reactants needed to synthesize it. The reactants are: Br[C:2]1[CH:7]=[CH:6][C:5]([N:8]2[CH:12]=[C:11]([C:13]([O:15][CH2:16][CH3:17])=[O:14])[N:10]=[C:9]2[CH2:18][CH:19]([CH3:21])[CH3:20])=[CH:4][CH:3]=1.[CH3:22][S:23]([C:26]1[CH:27]=[C:28](B(O)O)[CH:29]=[CH:30][CH:31]=1)(=[O:25])=[O:24].C([O-])([O-])=O.[Na+].[Na+]. (2) The reactants are: [CH3:1][C:2]1[S:3][C:4]2[C:10](=[O:11])[CH:9]([CH:12]=O)[CH2:8][CH2:7][C:5]=2[N:6]=1.[CH3:14][NH:15][CH3:16]. Given the product [CH3:14][N:15](/[CH:12]=[C:9]1\[C:10](=[O:11])[C:4]2[S:3][C:2]([CH3:1])=[N:6][C:5]=2[CH2:7][CH2:8]\1)[CH3:16], predict the reactants needed to synthesize it. (3) Given the product [BrH:41].[CH:1]1([N:7]2[C:12](=[O:13])[C:11]([C:14]([NH:16][CH2:17][C:18]([OH:20])=[O:19])=[O:15])=[C:10]([OH:23])[N:9]([CH:24]3[CH2:29][CH2:28][CH2:27][NH:26][CH2:25]3)[C:8]2=[O:40])[CH2:6][CH2:5][CH2:4][CH2:3][CH2:2]1, predict the reactants needed to synthesize it. The reactants are: [CH:1]1([N:7]2[C:12](=[O:13])[C:11]([C:14]([NH:16][CH2:17][C:18]([O:20]CC)=[O:19])=[O:15])=[C:10]([OH:23])[N:9]([CH:24]3[CH2:29][CH2:28][CH2:27][N:26](C(OCC4C=CC=CC=4)=O)[CH2:25]3)[C:8]2=[O:40])[CH2:6][CH2:5][CH2:4][CH2:3][CH2:2]1.[BrH:41]. (4) Given the product [C:1]([C:5]1[CH:9]=[C:8]([NH:10][C:22](=[O:23])[C:21]2[CH:25]=[C:26]([C:29]([F:30])([F:31])[F:32])[CH:27]=[CH:28][C:20]=2[F:19])[N:7]([CH2:11][C:12]2[CH:13]=[CH:14][C:15]([F:18])=[CH:16][CH:17]=2)[N:6]=1)([CH3:4])([CH3:2])[CH3:3], predict the reactants needed to synthesize it. The reactants are: [C:1]([C:5]1[CH:9]=[C:8]([NH2:10])[N:7]([CH2:11][C:12]2[CH:17]=[CH:16][C:15]([F:18])=[CH:14][CH:13]=2)[N:6]=1)([CH3:4])([CH3:3])[CH3:2].[F:19][C:20]1[CH:28]=[CH:27][C:26]([C:29]([F:32])([F:31])[F:30])=[CH:25][C:21]=1[C:22](Cl)=[O:23].N1C=CC=CC=1. (5) Given the product [Br:1][C:2]1[CH:7]=[CH:6][C:5]([O:8][CH:11]2[CH2:12][CH2:13][O:9][CH2:10]2)=[CH:4][N:3]=1, predict the reactants needed to synthesize it. The reactants are: [Br:1][C:2]1[CH:7]=[CH:6][C:5]([OH:8])=[CH:4][N:3]=1.[O:9]1[CH2:13][CH2:12][CH:11](OS(C2C=CC(C)=CC=2)(=O)=O)[CH2:10]1. (6) Given the product [CH3:29][O:30][C:31]([C:33]1[S:42][C:36]2=[CH:37][N:38]=[CH:39][C:40]([CH2:17][CH:14]3[CH2:15][CH2:16][N:11]([C:9]([O:8][CH2:1][C:2]4[CH:3]=[CH:4][CH:5]=[CH:6][CH:7]=4)=[O:10])[CH2:12][CH2:13]3)=[C:35]2[CH:34]=1)=[O:32], predict the reactants needed to synthesize it. The reactants are: [CH2:1]([O:8][C:9]([N:11]1[CH2:16][CH2:15][C:14](=[CH2:17])[CH2:13][CH2:12]1)=[O:10])[C:2]1[CH:7]=[CH:6][CH:5]=[CH:4][CH:3]=1.C1COCC1.C([O-])([O-])=O.[Cs+].[Cs+].[CH3:29][O:30][C:31]([C:33]1[S:42][C:36]2=[CH:37][N:38]=[CH:39][C:40](Br)=[C:35]2[CH:34]=1)=[O:32]. (7) Given the product [CH3:20][C:15]1([CH3:21])[C:16]([CH3:19])([CH3:18])[O:17][B:13]([C:2]2[CH:7]=[CH:6][CH:5]=[CH:4][C:3]=2[CH2:8][C:9]([O:11][CH3:12])=[O:10])[O:14]1, predict the reactants needed to synthesize it. The reactants are: Br[C:2]1[CH:7]=[CH:6][CH:5]=[CH:4][C:3]=1[CH2:8][C:9]([O:11][CH3:12])=[O:10].[B:13]1([B:13]2[O:17][C:16]([CH3:19])([CH3:18])[C:15]([CH3:21])([CH3:20])[O:14]2)[O:17][C:16]([CH3:19])([CH3:18])[C:15]([CH3:21])([CH3:20])[O:14]1.C(Cl)Cl.C([O-])(=O)C.[K+]. (8) Given the product [N:1]1[C:10]2[C:5](=[CH:6][CH:7]=[CH:8][CH:9]=2)[CH:4]=[C:3]([NH:11][S:12]([C:15]2[C:16]([O:24][CH3:23])=[N:17][CH:18]=[C:19]([Br:21])[CH:20]=2)(=[O:14])=[O:13])[CH:2]=1, predict the reactants needed to synthesize it. The reactants are: [N:1]1[C:10]2[C:5](=[CH:6][CH:7]=[CH:8][CH:9]=2)[CH:4]=[C:3]([NH:11][S:12]([C:15]2[C:16](Cl)=[N:17][CH:18]=[C:19]([Br:21])[CH:20]=2)(=[O:14])=[O:13])[CH:2]=1.[CH3:23][O-:24].[Na+]. (9) Given the product [Br:26][C:23]1[CH:22]=[C:21]([C:27]2[O:31][N:30]=[C:29]([C:32]([NH:12][CH2:11][C:10]3[CH:13]=[CH:14][CH:15]=[C:8]([O:7][C:6]([F:16])([F:17])[F:5])[CH:9]=3)=[O:33])[N:28]=2)[CH:20]=[C:19]([Br:18])[C:24]=1[OH:25], predict the reactants needed to synthesize it. The reactants are: C[Al](C)C.[F:5][C:6]([F:17])([F:16])[O:7][C:8]1[CH:9]=[C:10]([CH:13]=[CH:14][CH:15]=1)[CH2:11][NH2:12].[Br:18][C:19]1[CH:20]=[C:21]([C:27]2[O:31][N:30]=[C:29]([C:32](OCC)=[O:33])[N:28]=2)[CH:22]=[C:23]([Br:26])[C:24]=1[OH:25].O.